This data is from Forward reaction prediction with 1.9M reactions from USPTO patents (1976-2016). The task is: Predict the product of the given reaction. Given the reactants [Cl:1][C:2]1[CH:15]=[CH:14][C:5]2=[CH:6][CH:7]=[C:8]3[C:13]([CH:12]=[N:11][CH:10]=[CH:9]3)=[C:4]2[CH:3]=1.C1C=C(Cl)C=C(C(OO)=[O:24])C=1, predict the reaction product. The product is: [Cl:1][C:2]1[CH:15]=[CH:14][C:5]2=[CH:6][CH:7]=[C:8]3[C:13]([CH:12]=[N+:11]([O-:24])[CH:10]=[CH:9]3)=[C:4]2[CH:3]=1.